From a dataset of Cav3 T-type calcium channel HTS with 100,875 compounds. Binary Classification. Given a drug SMILES string, predict its activity (active/inactive) in a high-throughput screening assay against a specified biological target. (1) The compound is O=C(NC1CCCCC1)c1c(n(c2nc3n(c(=O)c2c1)cccc3)CCCOC)=N. The result is 0 (inactive). (2) The molecule is O=C1/C(=c2\nc(N3CC(CC(C3)C)C)c3c([nH]2)cccc3)C=CC=C1OC. The result is 0 (inactive). (3) The drug is Clc1cc2[nH]c(=O)n(CCCC(=O)NC3C(C(CCC3)C)C)c(=O)c2cc1. The result is 0 (inactive). (4) The drug is o1[nH]c2=NC(CC(=Nc2n1)c1ccccc1)(c1ccccc1)C. The result is 0 (inactive). (5) The molecule is O(c1c(NC(=O)C(=O)NNC(=O)c2occc2)cc(cc1)C)C. The result is 0 (inactive). (6) The drug is o1c(C(=O)Nc2ccc(c3[nH]c4c(n3)ccc(c4)C)cc2)ccc1. The result is 0 (inactive). (7) The drug is Brc1cc2c(NCc3occc3)ncnc2cc1. The result is 0 (inactive).